Predict the reactants needed to synthesize the given product. From a dataset of Full USPTO retrosynthesis dataset with 1.9M reactions from patents (1976-2016). (1) The reactants are: Cl[C:2]1[CH:7]=[C:6]([C:8]2[CH:13]=[CH:12][CH:11]=[CH:10][C:9]=2[F:14])[N:5]=[CH:4][N:3]=1.[CH2:15]([OH:19])[CH2:16][C:17]#[CH:18].[H-].[Na+].O. Given the product [F:14][C:9]1[CH:10]=[CH:11][CH:12]=[CH:13][C:8]=1[C:6]1[CH:7]=[C:2]([O:19][CH2:15][CH2:16][C:17]#[CH:18])[N:3]=[CH:4][N:5]=1, predict the reactants needed to synthesize it. (2) Given the product [Br:9][C:10]1[CH:15]=[CH:14][C:13]([CH:8]([CH2:6][NH:5][CH3:3])[CH:20]([C:21]2[CH:26]=[CH:25][CH:24]=[CH:23][CH:22]=2)[OH:27])=[CH:12][C:11]=1[Cl:19], predict the reactants needed to synthesize it. The reactants are: [Li+].C[CH:3]([N-:5][CH:6]([CH3:8])C)C.[Br:9][C:10]1[CH:15]=[CH:14][C:13](CC#N)=[CH:12][C:11]=1[Cl:19].[CH:20](=[O:27])[C:21]1[CH:26]=[CH:25][CH:24]=[CH:23][CH:22]=1.B.CSC.